This data is from Full USPTO retrosynthesis dataset with 1.9M reactions from patents (1976-2016). The task is: Predict the reactants needed to synthesize the given product. (1) Given the product [CH3:29][O:12][C:10](=[O:11])[C@@H:9]1[CH2:13][C@H:14]([S:16][CH2:17][C:18]2[CH:23]=[CH:22][C:21]([Br:24])=[CH:20][CH:19]=2)[CH2:15][NH:8]1, predict the reactants needed to synthesize it. The reactants are: C([N:8]1[CH2:15][C@@H:14]([S:16][CH2:17][C:18]2[CH:23]=[CH:22][C:21]([Br:24])=[CH:20][CH:19]=2)[CH2:13][C@H:9]1[C:10]([OH:12])=[O:11])(OC(C)(C)C)=O.O=S(Cl)Cl.[CH3:29]O. (2) Given the product [CH2:1]([O:3][C:4]([C:6]1[N:7]=[C:8]([Br:24])[N:9]([CH:21]([CH3:23])[CH3:22])[C:10]=1[CH:11]([C:13]1[CH:18]=[CH:17][C:16]([Cl:19])=[CH:15][C:14]=1[CH3:20])[NH:29][C:28]1[CH:30]=[CH:31][CH:32]=[C:26]([Cl:25])[CH:27]=1)=[O:5])[CH3:2], predict the reactants needed to synthesize it. The reactants are: [CH2:1]([O:3][C:4]([C:6]1[N:7]=[C:8]([Br:24])[N:9]([CH:21]([CH3:23])[CH3:22])[C:10]=1[CH:11]([C:13]1[CH:18]=[CH:17][C:16]([Cl:19])=[CH:15][C:14]=1[CH3:20])O)=[O:5])[CH3:2].[Cl:25][C:26]1[CH:27]=[C:28]([CH:30]=[CH:31][CH:32]=1)[NH2:29].